Dataset: Peptide-MHC class I binding affinity with 185,985 pairs from IEDB/IMGT. Task: Regression. Given a peptide amino acid sequence and an MHC pseudo amino acid sequence, predict their binding affinity value. This is MHC class I binding data. (1) The peptide sequence is FPLNSKVKVI. The MHC is HLA-B53:01 with pseudo-sequence HLA-B53:01. The binding affinity (normalized) is 0.355. (2) The peptide sequence is WRDDSRGRW. The MHC is HLA-A26:01 with pseudo-sequence HLA-A26:01. The binding affinity (normalized) is 0.0847. (3) The peptide sequence is MMATIGIALL. The MHC is HLA-A02:01 with pseudo-sequence HLA-A02:01. The binding affinity (normalized) is 0.792. (4) The peptide sequence is ALIVAIWDK. The MHC is HLA-B27:05 with pseudo-sequence HLA-B27:05. The binding affinity (normalized) is 0.0847.